This data is from Reaction yield outcomes from USPTO patents with 853,638 reactions. The task is: Predict the reaction yield, written as a fraction of the theoretical maximum amount of product (1.0 means a 100% yield; for example, 0.34 means a 34% yield). (1) The reactants are [CH3:1][O:2][C:3]1[CH:4]=[C:5]2[C:10](=[CH:11][C:12]=1[O:13][CH3:14])[N:9]=[CH:8][CH:7]=[C:6]2[O:15][C:16]1[CH:22]=[CH:21][C:19]([NH2:20])=[C:18]([CH3:23])[C:17]=1[CH3:24].ClC(Cl)(O[C:29](=[O:35])[O:30][C:31](Cl)(Cl)Cl)Cl.OC[N:39]1[C:47](=[O:48])[C:46]2[C:41](=[CH:42][CH:43]=[CH:44][CH:45]=2)[C:40]1=[O:49].C(=O)(O)[O-].[Na+]. The catalyst is C(Cl)Cl.C(N(CC)CC)C.C1(C)C=CC=CC=1. The product is [CH3:1][O:2][C:3]1[CH:4]=[C:5]2[C:10](=[CH:11][C:12]=1[O:13][CH3:14])[N:9]=[CH:8][CH:7]=[C:6]2[O:15][C:16]1[CH:22]=[CH:21][C:19]([NH:20][C:29](=[O:35])[O:30][CH2:31][N:39]2[C:47](=[O:48])[C:46]3[C:41](=[CH:42][CH:43]=[CH:44][CH:45]=3)[C:40]2=[O:49])=[C:18]([CH3:23])[C:17]=1[CH3:24]. The yield is 0.170. (2) The product is [CH:1]1([CH2:6][CH:7]([C:11]2[CH:16]=[CH:15][C:14]([S:23][CH3:22])=[C:13]([C:18]([F:21])([F:20])[F:19])[CH:12]=2)[C:8]([OH:10])=[O:9])[CH2:5][CH2:4][CH2:3][CH2:2]1. The reactants are [CH:1]1([CH2:6][CH:7]([C:11]2[CH:16]=[CH:15][C:14](F)=[C:13]([C:18]([F:21])([F:20])[F:19])[CH:12]=2)[C:8]([OH:10])=[O:9])[CH2:5][CH2:4][CH2:3][CH2:2]1.[CH3:22][S-:23].[Na+].Cl. The catalyst is CN(C)C=O. The yield is 0.824. (3) The reactants are [CH2:1]1[C:16]2[C:11](=[CH:12][CH:13]=[CH:14][CH:15]=2)[C:9](=O)[C:8]2[C:3](=[CH:4][CH:5]=[CH:6][CH:7]=2)[CH2:2]1.[CH3:17][O:18][C:19]1[CH:20]=[C:21]([CH:24]=[C:25]([O:27][CH3:28])[CH:26]=1)[CH:22]=O. No catalyst specified. The product is [CH3:28][O:27][C:25]1[CH:24]=[C:21]([CH:20]=[C:19]([O:18][CH3:17])[CH:26]=1)[CH:22]=[C:9]1[C:11]2[CH:12]=[CH:13][CH:14]=[CH:15][C:16]=2[CH2:1][CH2:2][C:3]2[CH:4]=[CH:5][CH:6]=[CH:7][C:8]1=2. The yield is 0.410. (4) The reactants are [CH3:1][S:2]([C:5]1[CH:6]=[C:7]([CH:9]=[C:10]([N+:12]([O-:14])=[O:13])[CH:11]=1)[NH2:8])(=[O:4])=[O:3].C(=O)([O-])O.[K+].[Cl:20][CH2:21][C:22](Cl)=[O:23].CC(C)=O.C(OC(C)C)(C)C. The catalyst is C(OCC)(=O)C.O. The product is [Cl:20][CH2:21][C:22]([NH:8][C:7]1[CH:9]=[C:10]([N+:12]([O-:14])=[O:13])[CH:11]=[C:5]([S:2]([CH3:1])(=[O:4])=[O:3])[CH:6]=1)=[O:23]. The yield is 0.430. (5) The reactants are [CH3:1][O:2][C:3]1[N:8]=[CH:7][C:6]([C:9]2[N:17]3[C:12]([CH:13]=[N:14][C:15]([NH:18][C:19]4[CH:24]=[CH:23][CH:22]=[C:21]([NH2:25])[CH:20]=4)=[N:16]3)=[CH:11][CH:10]=2)=[CH:5][CH:4]=1.[CH3:26][O:27][C@H:28]([CH3:32])[C:29](O)=[O:30].CN(C)C=O.C([O-])(O)=O.[Na+]. The catalyst is C(Cl)Cl. The product is [CH3:26][O:27][C@H:28]([CH3:32])[C:29]([NH:25][C:21]1[CH:22]=[CH:23][CH:24]=[C:19]([NH:18][C:15]2[N:14]=[CH:13][C:12]3=[CH:11][CH:10]=[C:9]([C:6]4[CH:7]=[N:8][C:3]([O:2][CH3:1])=[CH:4][CH:5]=4)[N:17]3[N:16]=2)[CH:20]=1)=[O:30]. The yield is 0.150.